Dataset: Experimentally validated miRNA-target interactions with 360,000+ pairs, plus equal number of negative samples. Task: Binary Classification. Given a miRNA mature sequence and a target amino acid sequence, predict their likelihood of interaction. (1) The miRNA is hsa-miR-1293 with sequence UGGGUGGUCUGGAGAUUUGUGC. The protein sequence of the target gene is MAEPQAESEPLLGGARGGGGDWPAGLTTYRSIQVGPGAAARWDLCIDQAVVFIEDAIQYRSINHRVDASSMWLYRRYYSNVCQRTLSFTIFLILFLAFIETPSSLTSTADVRYRAAPWEPPCGLTESVEVLCLLVFAADLSVKGYLFGWAHFQKNLWLLGYLVVLVVSLVDWTVSLSLVCHEPLRIRRLLRPFFLLQNSSMMKKTLKCIRWSLPEMASVGLLLAIHLCLFTMFGMLLFAGGKQDDGQDRERLTYFQNLPESLTSLLVLLTTANNPDVMIPAYSKNRAYAIFFIVFTVIGS.... Result: 1 (interaction). (2) The miRNA is hsa-miR-26b-5p with sequence UUCAAGUAAUUCAGGAUAGGU. The protein sequence of the target gene is MKPRPAGFVDNKLKQRVIQYLTSNKCGKYVDIGVLASDLQRVYSIDYGRRKRNAFRIQVEKVFSIISSEKELKNLTELEDEHLAKRARQGEEDNEYTESYSDDDSSMEDYPDPQSANHMNSSLLSLYRKGNPDSVSNTPEMEQRETTSSTPRISSKTGSIPLKTPAKDSEGGWFIDKTPSVKKDSFFLDLSCEKSNPKKPITEIQDSKDSSLLESDMKRKGKLKNKGSKRKKEDLQEVDGEIEAVLQKKAKARGLEFQISNVKFEDVGGNDMTLKEVCKMLIHMRHPEVYHHLGVVPPRG.... Result: 1 (interaction). (3) The miRNA is rno-let-7d-3p with sequence CUAUACGACCUGCUGCCUUUCU. The protein sequence of the target gene is MNYVGQLAGQVIVTVKELYKGINQATLSGCIDVIVVQQQDGSYQCSPFHVRFGKLGVLRSKEKVIDIEINGSAVDLHMKLGDNGEAFFVEETEEEYEKLPAYLATSPIPTEDQFFKDIDTPLVKSGGDETPSQSSDISHVLETETIFTPSSVKKKKRRRKKYKQDSKKEEQAASAAAEDTCDVGVSSDDDKGAQAARGSSNASLKEEECKEPLLFHSGDHYPLSDGDWSPLETTYPQTACPKSDSELEVKPAESLLRSESHMEWTWGGFPESTKVSKRERSDHHPRTATITPSENTHFRV.... Result: 0 (no interaction). (4) The miRNA is hsa-miR-6512-3p with sequence UUCCAGCCCUUCUAAUGGUAGG. The protein sequence of the target gene is MDLVLRVADYYFFTPYVYPATWPEDDIFRQAISLLIVTNVGAYILYFFCATLSYYFVFDHALMKHPQFLKNQVRREIKFTVQALPWISILTVALFLLEIRGYSKLHDDLGEFPYGLFELVVSIISFLFFTDMFIYWIHRGLHHRLVYKRLHKPHHIWKIPTPFASHAFHPIDGFLQSLPYHIYPFIFPLHKVVYLSLYILVNIWTISIHDGDFRVPQILQPFINGSAHHTDHHMFFDYNYGQYFTLWDRIGGSFKNPSSFEGKGPLSYVKEMTEGKRSSHSGNGCKNEKLFNGEFTKTE. Result: 1 (interaction).